Task: Predict the reactants needed to synthesize the given product.. Dataset: Full USPTO retrosynthesis dataset with 1.9M reactions from patents (1976-2016) (1) Given the product [C:1]([O:5][C:6]([NH:8][C:9]1([C:13]2[CH:14]=[CH:15][C:16]([C:19]3[N:20]=[C:21]4[C:26]([O:27][CH2:39][CH3:40])=[CH:25][C:24]([C:28]([O:30][CH3:31])=[O:29])=[N:23][N:22]4[C:32]=3[C:33]3[CH:34]=[CH:35][CH:36]=[CH:37][CH:38]=3)=[CH:17][CH:18]=2)[CH2:10][CH2:11][CH2:12]1)=[O:7])([CH3:4])([CH3:2])[CH3:3], predict the reactants needed to synthesize it. The reactants are: [C:1]([O:5][C:6]([NH:8][C:9]1([C:13]2[CH:18]=[CH:17][C:16]([C:19]3[N:20]=[C:21]4[C:26]([OH:27])=[CH:25][C:24]([C:28]([O:30][CH3:31])=[O:29])=[N:23][N:22]4[C:32]=3[C:33]3[CH:38]=[CH:37][CH:36]=[CH:35][CH:34]=3)=[CH:15][CH:14]=2)[CH2:12][CH2:11][CH2:10]1)=[O:7])([CH3:4])([CH3:3])[CH3:2].[CH2:39](I)[CH3:40].C(=O)([O-])[O-]. (2) The reactants are: [CH3:1][N:2]1[C:6]([C:7]2[CH:12]=[CH:11][C:10]([C:13]([F:16])([F:15])[F:14])=[CH:9][CH:8]=2)=[N:5][NH:4][C:3]1=[S:17].Br[CH2:19][CH2:20][CH2:21][Cl:22].C(O)(=O)C. Given the product [Cl:22][CH2:21][CH2:20][CH2:19][S:17][C:3]1[N:2]([CH3:1])[C:6]([C:7]2[CH:8]=[CH:9][C:10]([C:13]([F:14])([F:15])[F:16])=[CH:11][CH:12]=2)=[N:5][N:4]=1, predict the reactants needed to synthesize it. (3) Given the product [CH2:4]([C@H:5]1[C@@H:15]([C:16]([O:18][CH3:19])=[O:17])[CH:14]=[C:13]([C:20]2[O:21][CH:22]=[CH:23][CH:24]=2)[O:12][C:6]1=[O:7])[C:3]1[CH:8]=[CH:9][CH:10]=[CH:11][CH:2]=1, predict the reactants needed to synthesize it. The reactants are: Cl[C:2]1[CH:11]=[CH:10][CH:9]=[CH:8][C:3]=1[CH2:4][CH2:5][CH:6]=[O:7].[O:12]=[C:13]([C:20]1[O:21][CH:22]=[CH:23][CH:24]=1)/[CH:14]=[CH:15]/[C:16]([O:18][CH3:19])=[O:17]. (4) Given the product [Cl:8][C:6]1[N:5]=[N:4][C:3]([O:20][C:14]2[C:15]([CH3:19])=[CH:16][CH:17]=[CH:18][C:13]=2[CH:10]2[CH2:11][CH2:12]2)=[C:2]([OH:1])[CH:7]=1, predict the reactants needed to synthesize it. The reactants are: [OH:1][C:2]1[CH:7]=[C:6]([Cl:8])[N:5]=[N:4][C:3]=1Cl.[CH:10]1([C:13]2[CH:18]=[CH:17][CH:16]=[C:15]([CH3:19])[C:14]=2[OH:20])[CH2:12][CH2:11]1.CCCCCCCCCC.[OH-].[K+].Cl. (5) Given the product [Cl:1][C:2]1[CH:24]=[CH:23][C:5]2[N:6]([C:14]3[C:15]([CH3:22])=[C:16]([CH:19]=[CH:20][CH:21]=3)[CH2:17][NH:25][C:26]3[CH:39]=[CH:38][C:29]4[C@H:30]([CH2:33][C:34]([O:36][CH3:37])=[O:35])[CH2:31][O:32][C:28]=4[CH:27]=3)[C:7]([C@H:9]3[CH2:13][CH2:12][CH2:11][O:10]3)=[N:8][C:4]=2[CH:3]=1, predict the reactants needed to synthesize it. The reactants are: [Cl:1][C:2]1[CH:24]=[CH:23][C:5]2[N:6]([C:14]3[C:15]([CH3:22])=[C:16]([CH:19]=[CH:20][CH:21]=3)[CH:17]=O)[C:7]([C@H:9]3[CH2:13][CH2:12][CH2:11][O:10]3)=[N:8][C:4]=2[CH:3]=1.[NH2:25][C:26]1[CH:39]=[CH:38][C:29]2[C@H:30]([CH2:33][C:34]([O:36][CH3:37])=[O:35])[CH2:31][O:32][C:28]=2[CH:27]=1.C(O[BH-](OC(=O)C)OC(=O)C)(=O)C.[Na+].[OH-].[Na+].